From a dataset of Peptide-MHC class I binding affinity with 185,985 pairs from IEDB/IMGT. Regression. Given a peptide amino acid sequence and an MHC pseudo amino acid sequence, predict their binding affinity value. This is MHC class I binding data. (1) The peptide sequence is DVSMMSMYGK. The MHC is HLA-A31:01 with pseudo-sequence HLA-A31:01. The binding affinity (normalized) is 0.497. (2) The peptide sequence is YLYNKYSFK. The MHC is HLA-B58:01 with pseudo-sequence HLA-B58:01. The binding affinity (normalized) is 0.0847. (3) The peptide sequence is INYCLDFLF. The MHC is HLA-A23:01 with pseudo-sequence HLA-A23:01. The binding affinity (normalized) is 0.627. (4) The peptide sequence is IEDLIFLARSA. The MHC is HLA-B18:01 with pseudo-sequence HLA-B18:01. The binding affinity (normalized) is 0.333. (5) The peptide sequence is IGVSHPLSI. The MHC is HLA-B52:01 with pseudo-sequence HLA-B52:01. The binding affinity (normalized) is 0.109. (6) The peptide sequence is VLYNTEKGR. The MHC is HLA-A11:01 with pseudo-sequence HLA-A11:01. The binding affinity (normalized) is 0.255.